From a dataset of Full USPTO retrosynthesis dataset with 1.9M reactions from patents (1976-2016). Predict the reactants needed to synthesize the given product. (1) Given the product [CH:27]1([CH2:31][O:32][C:2]2[CH:7]=[C:6]([F:8])[CH:5]=[CH:4][C:3]=2[C:9]2[N:14]=[CH:13][N:12]=[C:11]([NH:15][C:16]3[CH:21]=[CH:20][CH:19]=[C:18]([CH2:22][S:23]([CH3:26])(=[O:25])=[O:24])[CH:17]=3)[N:10]=2)[CH2:30][CH2:29][CH2:28]1, predict the reactants needed to synthesize it. The reactants are: F[C:2]1[CH:7]=[C:6]([F:8])[CH:5]=[CH:4][C:3]=1[C:9]1[N:14]=[CH:13][N:12]=[C:11]([NH:15][C:16]2[CH:21]=[CH:20][CH:19]=[C:18]([CH2:22][S:23]([CH3:26])(=[O:25])=[O:24])[CH:17]=2)[N:10]=1.[CH:27]1([CH2:31][OH:32])[CH2:30][CH2:29][CH2:28]1. (2) Given the product [ClH:23].[ClH:23].[N:1]1[C:2]([CH2:10][CH2:11][NH2:12])=[CH:3][N:4]2[CH:9]=[CH:8][CH:7]=[CH:6][C:5]=12, predict the reactants needed to synthesize it. The reactants are: [N:1]1[C:2]([CH2:10][CH2:11][N:12]2C(=O)C3C(=CC=CC=3)C2=O)=[CH:3][N:4]2[CH:9]=[CH:8][CH:7]=[CH:6][C:5]=12.[ClH:23]. (3) Given the product [NH2:22][CH:18]1[CH2:19][CH2:20][CH2:21][CH:16]([NH:15][C:3]2[C:2]([Cl:1])=[CH:7][N:6]=[C:5]([NH:8][C:9]3[CH:10]=[N:11][N:12]([CH3:14])[CH:13]=3)[N:4]=2)[CH2:17]1, predict the reactants needed to synthesize it. The reactants are: [Cl:1][C:2]1[C:3]([NH:15][CH:16]2[CH2:21][CH2:20][CH2:19][CH:18]([NH:22]C(=O)OC(C)(C)C)[CH2:17]2)=[N:4][C:5]([NH:8][C:9]2[CH:10]=[N:11][N:12]([CH3:14])[CH:13]=2)=[N:6][CH:7]=1.Cl.O1CCOCC1. (4) Given the product [CH3:26][C:23]1[C:22]([NH:27][C:29]2[C:30]3[C:37]([CH3:38])=[CH:36][S:35][C:31]=3[N:32]=[CH:33][N:34]=2)=[C:21]([C:18]2[CH:19]=[CH:20][C:15]([C:12]3[CH:13]=[CH:14][C:9]([C:6]4([C:4]([OH:3])=[O:5])[CH2:7][CH2:8]4)=[CH:10][CH:11]=3)=[CH:16][CH:17]=2)[O:25][N:24]=1, predict the reactants needed to synthesize it. The reactants are: C([O:3][C:4]([C:6]1([C:9]2[CH:14]=[CH:13][C:12]([C:15]3[CH:20]=[CH:19][C:18]([C:21]4[O:25][N:24]=[C:23]([CH3:26])[C:22]=4[NH2:27])=[CH:17][CH:16]=3)=[CH:11][CH:10]=2)[CH2:8][CH2:7]1)=[O:5])C.Cl[C:29]1[C:30]2[C:37]([CH3:38])=[CH:36][S:35][C:31]=2[N:32]=[CH:33][N:34]=1.C1COCC1.[OH-].[Na+]. (5) Given the product [ClH:1].[Cl:1][C:2]1[C:3]([OH:14])=[CH:4][CH:5]=[C:6]([N:8]2[CH2:9][CH2:10][O:11][CH2:12][CH2:13]2)[N:7]=1, predict the reactants needed to synthesize it. The reactants are: [Cl:1][C:2]1[N:7]=[C:6]([N:8]2[CH2:13][CH2:12][O:11][CH2:10][CH2:9]2)[CH:5]=[CH:4][C:3]=1[O:14]COC.FC1C=C(F)C=CC=1C=O.